This data is from Full USPTO retrosynthesis dataset with 1.9M reactions from patents (1976-2016). The task is: Predict the reactants needed to synthesize the given product. Given the product [F:23][C:2]([F:1])([F:22])[C:3]([C:9]1[CH:10]=[CH:11][C:12]([N:15]2[CH2:20][CH2:19][N:18]([S:29]([C:25]3[S:24][CH:28]=[CH:27][CH:26]=3)(=[O:31])=[O:30])[C@H:17]([CH3:21])[CH2:16]2)=[CH:13][CH:14]=1)([OH:8])[C:4]([F:7])([F:6])[F:5], predict the reactants needed to synthesize it. The reactants are: [F:1][C:2]([F:23])([F:22])[C:3]([C:9]1[CH:14]=[CH:13][C:12]([N:15]2[CH2:20][CH2:19][NH:18][C@H:17]([CH3:21])[CH2:16]2)=[CH:11][CH:10]=1)([OH:8])[C:4]([F:7])([F:6])[F:5].[S:24]1[CH:28]=[CH:27][CH:26]=[C:25]1[S:29](Cl)(=[O:31])=[O:30].C(N(CC)CC)C.